Task: Predict the reactants needed to synthesize the given product.. Dataset: Full USPTO retrosynthesis dataset with 1.9M reactions from patents (1976-2016) (1) Given the product [CH2:48]([C:50]1[CH:65]=[C:64]([C:66]2[N:69]=[C:9]([C:8]3[CH:12]=[C:13]([O:15][CH3:16])[N:14]=[C:6]([CH:3]([CH2:1][CH3:2])[CH2:4][CH3:5])[CH:7]=3)[O:11][N:67]=2)[CH:63]=[C:62]([CH3:70])[C:51]=1[O:52][CH2:53][C@@H:54]([OH:61])[CH2:55][NH:56][C:57](=[O:60])[CH2:58][OH:59])[CH3:49], predict the reactants needed to synthesize it. The reactants are: [CH2:1]([CH:3]([C:6]1[CH:7]=[C:8]([CH:12]=[C:13]([O:15][CH3:16])[N:14]=1)[C:9]([OH:11])=O)[CH2:4][CH3:5])[CH3:2].CCN(C(C)C)C(C)C.CN(C(ON1N=NC2C=CC=CC1=2)=[N+](C)C)C.[B-](F)(F)(F)F.[CH2:48]([C:50]1[CH:65]=[C:64]([C:66](=[NH:69])[NH:67]O)[CH:63]=[C:62]([CH3:70])[C:51]=1[O:52][CH2:53][C@@H:54]([OH:61])[CH2:55][NH:56][C:57](=[O:60])[CH2:58][OH:59])[CH3:49]. (2) Given the product [F:66][C:65]([F:68])([F:67])[C:63]([OH:69])=[O:64].[F:66][C:65]([F:68])([F:67])[C:63]([OH:69])=[O:64].[N:1]([C:2]1[CH:3]=[CH:4][C:5]([N:21]2[CH2:26][CH2:25][O:24][C:23]3[CH:27]=[C:28]([S:31]([NH:32][C:33]4[S:34][CH:35]=[CH:36][N:37]=4)(=[O:48])=[O:47])[CH:29]=[CH:30][C:22]2=3)=[C:6]([C:8]2[CH2:13][CH2:12][NH:11][CH2:10][CH:9]=2)[CH:7]=1)=[N+:56]=[N-:57], predict the reactants needed to synthesize it. The reactants are: [NH2:1][C:2]1[CH:3]=[CH:4][C:5]([N:21]2[CH2:26][CH2:25][O:24][C:23]3[CH:27]=[C:28]([S:31](=[O:48])(=[O:47])[N:32](CC4C=CC(OC)=CC=4)[C:33]4[S:34][CH:35]=[CH:36][N:37]=4)[CH:29]=[CH:30][C:22]2=3)=[C:6]([C:8]2[CH2:13][CH2:12][N:11](C(OC(C)(C)C)=O)[CH2:10][CH:9]=2)[CH:7]=1.N(OC(C)(C)C)=O.[N:56]([Si](C)(C)C)=[N+:57]=[N-].[C:63]([OH:69])([C:65]([F:68])([F:67])[F:66])=[O:64]. (3) Given the product [CH:37]1([CH2:36][CH2:35][N:15]2[C:16](=[O:17])[N:12]([C:4]3[S:5][C:6]([C:7]([O:9][CH2:10][CH3:11])=[O:8])=[C:2]([CH3:1])[N:3]=3)[CH:13]=[N:14]2)[CH2:39][CH2:38]1, predict the reactants needed to synthesize it. The reactants are: [CH3:1][C:2]1[N:3]=[C:4]([N:12]2[C:16](=[O:17])[NH:15][N:14]=[CH:13]2)[S:5][C:6]=1[C:7]([O:9][CH2:10][CH3:11])=[O:8].C(=O)([O-])[O-].[K+].[K+].CC1C=CC(S(O[CH2:35][CH2:36][CH:37]2[CH2:39][CH2:38]2)(=O)=O)=CC=1. (4) Given the product [Cl:1][C:2]1[CH:3]=[C:4]2[N:25]=[C:24]([O:26][C@@H:27]3[CH2:28][O:29][C@@H:30]4[C@H:34]([OH:35])[CH2:33][O:32][C@H:31]34)[N:23]([CH2:36][O:37][CH2:38][CH2:39][Si:40]([CH3:43])([CH3:42])[CH3:41])[C:5]2=[N:6][C:7]=1[C:8]1[CH:13]=[CH:12][C:11]([C:45]2[CH:50]=[C:49]([CH2:51][N:52]=[S:53]([CH3:56])([CH3:55])=[O:54])[CH:48]=[CH:47][N:46]=2)=[CH:10][CH:9]=1, predict the reactants needed to synthesize it. The reactants are: [Cl:1][C:2]1[CH:3]=[C:4]2[N:25]=[C:24]([O:26][C@H:27]3[C@H:31]4[O:32][CH2:33][C@@H:34]([OH:35])[C@H:30]4[O:29][CH2:28]3)[N:23]([CH2:36][O:37][CH2:38][CH2:39][Si:40]([CH3:43])([CH3:42])[CH3:41])[C:5]2=[N:6][C:7]=1[C:8]1[CH:13]=[CH:12][C:11](B2OC(C)(C)C(C)(C)O2)=[CH:10][CH:9]=1.Br[C:45]1[CH:50]=[C:49]([CH2:51][N:52]=[S:53]([CH3:56])([CH3:55])=[O:54])[CH:48]=[CH:47][N:46]=1.